Dataset: Peptide-MHC class I binding affinity with 185,985 pairs from IEDB/IMGT. Task: Regression. Given a peptide amino acid sequence and an MHC pseudo amino acid sequence, predict their binding affinity value. This is MHC class I binding data. (1) The peptide sequence is EAKLYSEGYI. The MHC is H-2-Db with pseudo-sequence H-2-Db. The binding affinity (normalized) is 0.141. (2) The binding affinity (normalized) is 0.0106. The peptide sequence is AIDAYPLTK. The MHC is HLA-A33:01 with pseudo-sequence HLA-A33:01. (3) The peptide sequence is RNNDPTLPY. The MHC is HLA-B18:01 with pseudo-sequence HLA-B18:01. The binding affinity (normalized) is 0.0847. (4) The peptide sequence is FPFKMAAAF. The MHC is Mamu-A2201 with pseudo-sequence Mamu-A2201. The binding affinity (normalized) is 0.951. (5) The peptide sequence is RLLRMNNEN. The MHC is HLA-B07:02 with pseudo-sequence HLA-B07:02. The binding affinity (normalized) is 0. (6) The peptide sequence is FFLPIFSDEV. The MHC is H-2-Kb with pseudo-sequence H-2-Kb. The binding affinity (normalized) is 0.0596. (7) The peptide sequence is LYGSGNKLI. The MHC is HLA-A24:02 with pseudo-sequence HLA-A24:02. The binding affinity (normalized) is 0.581.